From a dataset of Forward reaction prediction with 1.9M reactions from USPTO patents (1976-2016). Predict the product of the given reaction. (1) Given the reactants BrC1C=C(C=C(C(C2C=CC=C(OC(F)F)C=2)(C)C)C=1)N.[Br:22][C:23]1[CH:28]=[CH:27][C:26]([C:29]([C:32]2[CH:37]=[C:36]([N+:38]([O-])=O)[CH:35]=[C:34]([Cl:41])[CH:33]=2)([CH3:31])[CH3:30])=[CH:25][CH:24]=1, predict the reaction product. The product is: [Br:22][C:23]1[CH:28]=[CH:27][C:26]([C:29]([C:32]2[CH:37]=[C:36]([CH:35]=[C:34]([Cl:41])[CH:33]=2)[NH2:38])([CH3:31])[CH3:30])=[CH:25][CH:24]=1. (2) Given the reactants C([N:8]1[CH2:13][CH2:12][CH:11]([NH:14][C:15](=[O:21])[O:16][C:17]([CH3:20])([CH3:19])[CH3:18])[CH2:10][CH2:9]1)C1C=CC=CC=1, predict the reaction product. The product is: [NH:8]1[CH2:9][CH2:10][CH:11]([NH:14][C:15](=[O:21])[O:16][C:17]([CH3:19])([CH3:18])[CH3:20])[CH2:12][CH2:13]1. (3) Given the reactants CCCC[N+](CCCC)(CCCC)CCCC.[F-].[CH2:19]([S:21]([N:24]1[CH2:29][CH2:28][CH:27]([C:30]2[C:38]3[C:33](=[C:34]([C:47]#[N:48])[CH:35]=[C:36]([O:39][C:40]4[CH:45]=[CH:44][C:43]([CH3:46])=[CH:42][CH:41]=4)[CH:37]=3)[N:32](COCC[Si](C)(C)C)[CH:31]=2)[CH2:26][CH2:25]1)(=[O:23])=[O:22])[CH3:20].CCOC(C)=O.O, predict the reaction product. The product is: [CH2:19]([S:21]([N:24]1[CH2:29][CH2:28][CH:27]([C:30]2[C:38]3[C:33](=[C:34]([C:47]#[N:48])[CH:35]=[C:36]([O:39][C:40]4[CH:41]=[CH:42][C:43]([CH3:46])=[CH:44][CH:45]=4)[CH:37]=3)[NH:32][CH:31]=2)[CH2:26][CH2:25]1)(=[O:23])=[O:22])[CH3:20]. (4) Given the reactants [N:1]1[CH:6]=[CH:5][CH:4]=[C:3]([NH:7][C:8](=[O:15])OCC(Cl)(Cl)Cl)[N:2]=1.[C:16]1([C:28]2[CH:33]=[CH:32][CH:31]=[CH:30][CH:29]=2)[CH:21]=[CH:20][CH:19]=[C:18]([N:22]2[CH2:27][CH2:26][NH:25][CH2:24][CH2:23]2)[CH:17]=1.C(N(C(C)C)CC)(C)C.O, predict the reaction product. The product is: [C:16]1([C:28]2[CH:29]=[CH:30][CH:31]=[CH:32][CH:33]=2)[CH:21]=[CH:20][CH:19]=[C:18]([N:22]2[CH2:23][CH2:24][N:25]([C:8]([NH:7][C:3]3[N:2]=[N:1][CH:6]=[CH:5][CH:4]=3)=[O:15])[CH2:26][CH2:27]2)[CH:17]=1. (5) Given the reactants Br[C:2]1[CH:3]=[C:4]([O:29][C:30]2[C:31]([CH2:36][CH3:37])=[N:32][CH:33]=[CH:34][CH:35]=2)[C:5]([NH:8][C:9]2[S:13][N:12]=[C:11]([CH:14]3[CH2:20][CH:19]4[N:21]([C:22]([O:24][C:25]([CH3:28])([CH3:27])[CH3:26])=[O:23])[CH:16]([CH2:17][CH2:18]4)[CH2:15]3)[N:10]=2)=[N:6][CH:7]=1.[SH:38][CH2:39][CH2:40][C:41]([O:43][CH3:44])=[O:42], predict the reaction product. The product is: [CH2:36]([C:31]1[C:30]([O:29][C:4]2[C:5]([NH:8][C:9]3[S:13][N:12]=[C:11]([CH:14]4[CH2:20][CH:19]5[N:21]([C:22]([O:24][C:25]([CH3:28])([CH3:27])[CH3:26])=[O:23])[CH:16]([CH2:17][CH2:18]5)[CH2:15]4)[N:10]=3)=[N:6][CH:7]=[C:2]([S:38][CH2:39][CH2:40][C:41]([O:43][CH3:44])=[O:42])[CH:3]=2)=[CH:35][CH:34]=[CH:33][N:32]=1)[CH3:37].